This data is from Catalyst prediction with 721,799 reactions and 888 catalyst types from USPTO. The task is: Predict which catalyst facilitates the given reaction. (1) Reactant: [CH3:1][O:2][C:3]1[CH:19]=[CH:18][C:6]([CH2:7][NH:8][CH2:9][C:10]2[CH:15]=[CH:14][C:13]([O:16][CH3:17])=[CH:12][CH:11]=2)=[CH:5][CH:4]=1.[Cl:20][C:21]1[C:26]([C:27]([F:30])([F:29])[F:28])=[CH:25][CH:24]=[C:23](Cl)[N:22]=1.C(N(CC)CC)C. Product: [CH3:17][O:16][C:13]1[CH:14]=[CH:15][C:10]([CH2:9][N:8]([C:23]2[CH:24]=[CH:25][C:26]([C:27]([F:29])([F:30])[F:28])=[C:21]([Cl:20])[N:22]=2)[CH2:7][C:6]2[CH:5]=[CH:4][C:3]([O:2][CH3:1])=[CH:19][CH:18]=2)=[CH:11][CH:12]=1. The catalyst class is: 60. (2) Reactant: FC1C(F)=CC(C2C=CN=CC=2N([CH2:32][CH2:33][S:34]([CH3:37])(=[O:36])=[O:35])C(=O)C2C=C(C(F)(F)F)N=C(C(F)(F)F)C=2)=C(OC)C=1.[C:40]([O:44][C:45](=[O:64])[NH:46][C:47]1[CH:48]=[N:49][CH:50]=[CH:51][C:52]=1[C:53]1[CH:58]=[CH:57][CH:56]=[CH:55][C:54]=1[O:59][C:60]([F:63])([F:62])[F:61])([CH3:43])([CH3:42])[CH3:41].ClCCS(C)(=O)=O. Product: [C:40]([O:44][C:45](=[O:64])[N:46]([CH2:32][CH2:33][S:34]([CH3:37])(=[O:36])=[O:35])[C:47]1[CH:48]=[N:49][CH:50]=[CH:51][C:52]=1[C:53]1[CH:58]=[CH:57][CH:56]=[CH:55][C:54]=1[O:59][C:60]([F:61])([F:62])[F:63])([CH3:43])([CH3:41])[CH3:42]. The catalyst class is: 828. (3) Reactant: [NH2:1][CH2:2][CH2:3][O:4][C@@H:5]([C:19]1[CH:24]=[CH:23][CH:22]=[C:21]([Cl:25])[CH:20]=1)[C@@H:6]1[CH2:11][CH2:10][CH2:9][N:8]([C:12]([O:14][C:15]([CH3:18])([CH3:17])[CH3:16])=[O:13])[CH2:7]1.[C:26]([N:28]=[C:29](SC)[S:30][CH3:31])#[N:27].CCN(CC)CC. The catalyst class is: 23. Product: [Cl:25][C:21]1[CH:20]=[C:19]([C@H:5]([O:4][CH2:3][CH2:2][NH:1][C:29](=[N:28][C:26]#[N:27])[S:30][CH3:31])[C@@H:6]2[CH2:11][CH2:10][CH2:9][N:8]([C:12]([O:14][C:15]([CH3:18])([CH3:16])[CH3:17])=[O:13])[CH2:7]2)[CH:24]=[CH:23][CH:22]=1.